From a dataset of Catalyst prediction with 721,799 reactions and 888 catalyst types from USPTO. Predict which catalyst facilitates the given reaction. (1) Product: [NH2:12][C@@H:8]([C:4]1[CH:3]=[C:2]([C:28]2[CH:46]=[CH:45][CH:44]=[C:30]([CH2:31][O:32][C:33]3[CH:38]=[CH:37][CH:36]=[CH:35][C:34]=3[CH2:39][C:40]([OH:42])=[O:41])[CH:29]=2)[CH:7]=[CH:6][CH:5]=1)[CH2:9][O:10][CH3:11]. Reactant: Br[C:2]1[CH:3]=[C:4]([C@H:8]([NH:12]C(=O)OC(C)(C)C)[CH2:9][O:10][CH3:11])[CH:5]=[CH:6][CH:7]=1.CC1(C)C(C)(C)OB([C:28]2[CH:29]=[C:30]([CH:44]=[CH:45][CH:46]=2)[CH2:31][O:32][C:33]2[CH:38]=[CH:37][CH:36]=[CH:35][C:34]=2[CH2:39][C:40]([O:42]C)=[O:41])O1. The catalyst class is: 462. (2) Reactant: NC[CH2:3][N:4]([S:28]([CH3:31])(=[O:30])=[O:29])[C:5]1[C:6]([CH:25]2[CH2:27][CH2:26]2)=[CH:7][C:8]2[C:12]([CH:13]=1)=[N:11][N:10]([C:14]1[CH:19]=[CH:18][C:17]([Br:20])=[CH:16][CH:15]=1)[C:9]=2[C:21]([NH:23][CH3:24])=[O:22].[C:32]([OH:39])(=O)[CH2:33][CH2:34][C:35]([OH:37])=[O:36].CN(C(O[N:48]1N=N[C:50]2C=CC=N[C:49]1=2)=[N+](C)C)C.F[P-](F)(F)(F)(F)F.CCN(C(C)C)C(C)C. Product: [Br:20][C:17]1[CH:16]=[CH:15][C:14]([N:10]2[C:9]([C:21](=[O:22])[NH:23][CH3:24])=[C:8]3[C:12]([CH:13]=[C:5]([N:4]([S:28]([CH3:31])(=[O:29])=[O:30])[CH2:3][CH2:50][CH2:49][NH:48][C:32](=[O:39])[CH2:33][CH2:34][C:35]([OH:37])=[O:36])[C:6]([CH:25]4[CH2:27][CH2:26]4)=[CH:7]3)=[N:11]2)=[CH:19][CH:18]=1. The catalyst class is: 3. (3) Reactant: [Cl:1][C:2]1[CH:3]=[N:4][CH:5]=[C:6]([Cl:9])[C:7]=1[NH2:8].[C:10]([O:14][Na])([CH3:13])(C)C.[N+](C1C=CC(OC(=O)C=C[C:29]2[CH:34]=[CH:33][CH:32]=[CH:31][C:30]=2[C:35]2[CH:40]=[CH:39][CH:38]=[C:37]([C:41]3[CH:42]=[C:43]([C:51]([S:54]([CH3:57])(=[O:56])=[O:55])([CH3:53])[CH3:52])[CH:44]=[C:45]4[C:50]=3[N:49]=[CH:48][CH:47]=[CH:46]4)[CH:36]=2)=CC=1)([O-])=O.[CH3:59]N(C=O)C. Product: [Cl:1][C:2]1[CH:3]=[N:4][CH:5]=[C:6]([Cl:9])[C:7]=1[NH:8][C:10](=[O:14])[CH:13]=[CH:59][C:33]1[CH:34]=[CH:29][C:30]([C:35]2[CH:40]=[CH:39][CH:38]=[C:37]([C:41]3[CH:42]=[C:43]([C:51]([S:54]([CH3:57])(=[O:56])=[O:55])([CH3:52])[CH3:53])[CH:44]=[C:45]4[C:50]=3[N:49]=[CH:48][CH:47]=[CH:46]4)[CH:36]=2)=[CH:31][CH:32]=1. The catalyst class is: 625. (4) Reactant: [CH:1]([C:4]1[CH:10]=[CH:9][CH:8]=[C:7]([CH:11]([CH3:13])[CH3:12])[C:5]=1[NH2:6])([CH3:3])[CH3:2].[CH2:14](Cl)[CH:15]=[CH2:16].[OH-].[Na+]. Product: [CH2:16]([NH:6][C:5]1[C:4]([CH:1]([CH3:3])[CH3:2])=[CH:10][CH:9]=[CH:8][C:7]=1[CH:11]([CH3:13])[CH3:12])[CH:15]=[CH2:14]. The catalyst class is: 6. (5) Reactant: [CH3:1][NH:2][N:3]=[CH:4][C:5](=[O:7])[CH3:6].[CH:8]([C:11]1[CH:16]=[CH:15][C:14]([C:17](=O)[CH:18]=[O:19])=[CH:13][CH:12]=1)([CH3:10])[CH3:9].CCCCCC.C(OCC)(=O)C. Product: [CH:8]([C:11]1[CH:16]=[CH:15][C:14]([C:17]2[N:2]([CH3:1])[N:3]=[C:4]([C:5](=[O:7])[CH3:6])[C:18]=2[OH:19])=[CH:13][CH:12]=1)([CH3:10])[CH3:9]. The catalyst class is: 15.